This data is from Full USPTO retrosynthesis dataset with 1.9M reactions from patents (1976-2016). The task is: Predict the reactants needed to synthesize the given product. (1) Given the product [C:39]([N:22]1[C:23]2[C:28](=[CH:27][CH:26]=[C:25]([Cl:29])[CH:24]=2)[C@@:13]2([C@@H:12]([C:31]3[CH:36]=[CH:35][CH:34]=[C:33]([Cl:37])[C:32]=3[F:38])[C@H:11]([C:9]([NH:8][CH:5]3[CH2:6][CH2:7][CH:2]([O:1][C:44](=[O:46])[CH3:45])[CH2:3][CH2:4]3)=[O:10])[N:15]([C:54](=[O:43])[CH3:55])[C@H:14]2[CH2:16][C:17]([CH3:20])([CH3:19])[CH3:18])[C:21]1=[O:30])(=[O:41])[CH3:40], predict the reactants needed to synthesize it. The reactants are: [OH:1][C@H:2]1[CH2:7][CH2:6][C@H:5]([NH:8][C:9]([C@@H:11]2[NH:15][C@@H:14]([CH2:16][C:17]([CH3:20])([CH3:19])[CH3:18])[C@:13]3([C:28]4[C:23](=[CH:24][C:25]([Cl:29])=[CH:26][CH:27]=4)[NH:22][C:21]3=[O:30])[C@H:12]2[C:31]2[CH:36]=[CH:35][CH:34]=[C:33]([Cl:37])[C:32]=2[F:38])=[O:10])[CH2:4][CH2:3]1.[C:39](Cl)(=[O:41])[CH3:40].[OH2:43].[C:44](OCC)(=[O:46])[CH3:45].N1[CH:55]=[CH:54]C=CC=1. (2) Given the product [O:11]([CH2:10][CH2:9][N:1]1[CH:5]=[CH:4][CH:3]=[C:2]1[CH:6]=[O:7])[C:12]1[CH:17]=[CH:16][CH:15]=[CH:14][CH:13]=1, predict the reactants needed to synthesize it. The reactants are: [NH:1]1[CH:5]=[CH:4][CH:3]=[C:2]1[CH:6]=[O:7].Br[CH2:9][CH2:10][O:11][C:12]1[CH:17]=[CH:16][CH:15]=[CH:14][CH:13]=1.C([O-])([O-])=O.[K+].[K+]. (3) Given the product [Cl:1][C:2]1[CH:3]=[C:4]([C:9]2[NH:36][C:34](=[O:35])[NH:33][CH:24]([C:23]3[CH:26]=[C:27]([N+:30]([O-:32])=[O:31])[C:28]([OH:29])=[C:21]([O:20][CH2:18][CH3:19])[CH:22]=3)[C:10]=2[C:11]2[CH:16]=[CH:15][CH:14]=[CH:13][CH:12]=2)[CH:5]=[C:6]([F:8])[CH:7]=1, predict the reactants needed to synthesize it. The reactants are: [Cl:1][C:2]1[CH:3]=[C:4]([C:9](=O)[CH2:10][C:11]2[CH:16]=[CH:15][CH:14]=[CH:13][CH:12]=2)[CH:5]=[C:6]([F:8])[CH:7]=1.[CH2:18]([O:20][C:21]1[CH:22]=[C:23]([CH:26]=[C:27]([N+:30]([O-:32])=[O:31])[C:28]=1[OH:29])[CH:24]=O)[CH3:19].[NH2:33][C:34]([NH2:36])=[O:35].Cl. (4) Given the product [C:1]([O:4][C@@H:5]1[C@@H:10]([O:11][C:12](=[O:14])[CH3:13])[C@H:9]([O:15][C:16](=[O:18])[CH3:17])[C@@H:8]([CH2:19][O:20][C:21](=[O:23])[CH3:22])[O:7][C@H:6]1[C:24]1[CH:29]=[CH:28][C:27]([CH3:30])=[C:26]([CH2:31][C:32]2[S:33][C:34]([C:43]3[CH:44]=[CH:45][C:40]([CH:38]=[O:39])=[CH:41][CH:42]=3)=[CH:35][CH:36]=2)[CH:25]=1)(=[O:3])[CH3:2], predict the reactants needed to synthesize it. The reactants are: [C:1]([O:4][C@@H:5]1[C@@H:10]([O:11][C:12](=[O:14])[CH3:13])[C@H:9]([O:15][C:16](=[O:18])[CH3:17])[C@@H:8]([CH2:19][O:20][C:21](=[O:23])[CH3:22])[O:7][C@H:6]1[C:24]1[CH:29]=[CH:28][C:27]([CH3:30])=[C:26]([CH2:31][C:32]2[S:33][C:34](Br)=[CH:35][CH:36]=2)[CH:25]=1)(=[O:3])[CH3:2].[CH:38]([C:40]1[CH:45]=[CH:44][C:43](B(O)O)=[CH:42][CH:41]=1)=[O:39]. (5) Given the product [CH3:22][O:21][C:11]1[C:12]2[N:13]=[C:14]([C:17]([F:20])([F:19])[F:18])[S:15][C:16]=2[C:8]([C:5]2[CH:4]=[CH:3][C:2](=[O:24])[NH:7][N:6]=2)=[CH:9][CH:10]=1, predict the reactants needed to synthesize it. The reactants are: Cl[C:2]1[N:7]=[N:6][C:5]([C:8]2[C:16]3[S:15][C:14]([C:17]([F:20])([F:19])[F:18])=[N:13][C:12]=3[C:11]([O:21][CH3:22])=[CH:10][CH:9]=2)=[CH:4][CH:3]=1.C(=O)([O-])[OH:24].[Na+]. (6) Given the product [CH:9]1([NH:12][C:2]2[N:7]=[C:6]([NH2:8])[CH:5]=[CH:4][N:3]=2)[CH2:11][CH2:10]1, predict the reactants needed to synthesize it. The reactants are: Cl[C:2]1[N:7]=[C:6]([NH2:8])[CH:5]=[CH:4][N:3]=1.[CH:9]1([NH2:12])[CH2:11][CH2:10]1.